From a dataset of Forward reaction prediction with 1.9M reactions from USPTO patents (1976-2016). Predict the product of the given reaction. Given the reactants C(OC(=O)[NH:7]/[C:8](=[N:34]\C(OC(C)(C)C)=O)/[CH:9]1[NH:21][CH2:20][C:18]2=[C:19]3[C:14](=[C:15]([C:30]([F:33])([F:32])[F:31])[C:16]([CH2:22][CH2:23][C:24]4[CH:29]=[CH:28][CH:27]=[CH:26][CH:25]=4)=[CH:17]2)[CH:13]=[CH:12][N:11]3[CH2:10]1)(C)(C)C.Cl, predict the reaction product. The product is: [CH2:22]([C:16]1[C:15]([C:30]([F:33])([F:32])[F:31])=[C:14]2[C:19]3=[C:18]([CH2:20][NH:21][CH:9]([C:8](=[NH:7])[NH2:34])[CH2:10][N:11]3[CH:12]=[CH:13]2)[CH:17]=1)[CH2:23][C:24]1[CH:25]=[CH:26][CH:27]=[CH:28][CH:29]=1.